From a dataset of Catalyst prediction with 721,799 reactions and 888 catalyst types from USPTO. Predict which catalyst facilitates the given reaction. (1) Reactant: C([O-])C.[Na+].[Cl-].[F:6][C:7]1[CH:32]=[CH:31][C:10]([CH2:11][P+](C2C=CC=CC=2)(C2C=CC=CC=2)C2C=CC=CC=2)=[CH:9][CH:8]=1.[C:33]([O:40][CH2:41][CH3:42])(=[O:39])[CH2:34][CH2:35][C:36]([CH3:38])=O.C(OCC)(=O)C.CCCCCC. Product: [CH2:41]([O:40][C:33](=[O:39])[CH2:34][CH2:35][C:36]([CH3:38])=[CH:11][C:10]1[CH:9]=[CH:8][C:7]([F:6])=[CH:32][CH:31]=1)[CH3:42]. The catalyst class is: 8. (2) Reactant: CS(C)=O.C(Cl)(=O)C(Cl)=O.[N+:11]([C:14]1[C:15]([NH:33][CH2:34][C@H:35]2[CH2:40][CH2:39][C@H:38]([N:41]3[CH2:44][CH:43]([OH:45])[CH2:42]3)[CH2:37][CH2:36]2)=[N:16][C:17]([NH:20][CH2:21][C:22]2[CH:27]=[CH:26][CH:25]=[CH:24][C:23]=2[O:28][C:29]([F:32])([F:31])[F:30])=[N:18][CH:19]=1)([O-:13])=[O:12].CCN(CC)CC.[O-]S([O-])(=O)=O.[Na+].[Na+]. Product: [N+:11]([C:14]1[C:15]([NH:33][CH2:34][C@H:35]2[CH2:36][CH2:37][C@H:38]([N:41]3[CH2:42][C:43](=[O:45])[CH2:44]3)[CH2:39][CH2:40]2)=[N:16][C:17]([NH:20][CH2:21][C:22]2[CH:27]=[CH:26][CH:25]=[CH:24][C:23]=2[O:28][C:29]([F:31])([F:32])[F:30])=[N:18][CH:19]=1)([O-:13])=[O:12]. The catalyst class is: 2. (3) Product: [CH2:30]([O:23][C:22](=[O:24])[CH2:21][NH:20][C:18]([O:17][C:13]([CH3:16])([CH3:14])[CH3:15])=[O:19])[CH2:29][CH2:28]/[CH:27]=[CH:26]/[CH3:25]. The catalyst class is: 237. Reactant: C1N=CN(C(N2C=NC=C2)=O)C=1.[C:13]([O:17][C:18]([NH:20][CH2:21][C:22]([OH:24])=[O:23])=[O:19])([CH3:16])([CH3:15])[CH3:14].[CH2:25](O)[CH2:26][CH2:27]/[CH:28]=[CH:29]/[CH3:30].